Task: Regression/Classification. Given a drug SMILES string, predict its absorption, distribution, metabolism, or excretion properties. Task type varies by dataset: regression for continuous measurements (e.g., permeability, clearance, half-life) or binary classification for categorical outcomes (e.g., BBB penetration, CYP inhibition). Dataset: cyp3a4_veith.. Dataset: CYP3A4 inhibition data for predicting drug metabolism from PubChem BioAssay (1) The molecule is Cc1cc(C(=O)Nc2c(C)n(C)n(-c3ccccc3)c2=O)c2ccccc2n1. The result is 0 (non-inhibitor). (2) The compound is NC1(C(=O)O)CCCCC1. The result is 0 (non-inhibitor). (3) The molecule is c1ccc2oc(C3=NCCN3)cc2c1. The result is 0 (non-inhibitor).